This data is from Reaction yield outcomes from USPTO patents with 853,638 reactions. The task is: Predict the reaction yield, written as a fraction of the theoretical maximum amount of product (1.0 means a 100% yield; for example, 0.34 means a 34% yield). (1) The reactants are [O:1]1[CH:5]=[CH:4][CH:3]=[C:2]1[C:6]1[CH:11]=[CH:10][C:9]([S:12]([N:15]([CH2:19][C:20]2[CH:36]=[CH:35][CH:34]=[CH:33][C:21]=2[O:22][CH2:23][CH2:24][CH2:25][CH2:26][CH2:27][C:28]([O:30]CC)=[O:29])[CH:16]([CH3:18])[CH3:17])(=[O:14])=[O:13])=[CH:8][CH:7]=1.O.[OH-].[Li+].Cl. The catalyst is C1COCC1.O.C(O)C. The product is [O:1]1[CH:5]=[CH:4][CH:3]=[C:2]1[C:6]1[CH:11]=[CH:10][C:9]([S:12]([N:15]([CH2:19][C:20]2[CH:36]=[CH:35][CH:34]=[CH:33][C:21]=2[O:22][CH2:23][CH2:24][CH2:25][CH2:26][CH2:27][C:28]([OH:30])=[O:29])[CH:16]([CH3:18])[CH3:17])(=[O:13])=[O:14])=[CH:8][CH:7]=1. The yield is 0.701. (2) The reactants are [O:1]=[C:2]1[NH:10][C:9]2[C:4](=[N:5][C:6]([C:14]3[CH:15]=[N:16][CH:17]=[CH:18][CH:19]=3)=[N:7][C:8]=2[C:11]([OH:13])=O)[N:3]1[C:20]1[CH:25]=[CH:24][CH:23]=[CH:22][CH:21]=1.O=[C:27]1NC2C(=NC(C3C=NC=CC=3)=NC=2C(N)=O)[N:28]1C1C=CC=CC=1. The catalyst is CS(C)=O.Cl. The product is [CH3:27][NH:28][C:11]([C:8]1[N:7]=[C:6]([C:14]2[CH:15]=[N:16][CH:17]=[CH:18][CH:19]=2)[N:5]=[C:4]2[C:9]=1[NH:10][C:2](=[O:1])[N:3]2[C:20]1[CH:25]=[CH:24][CH:23]=[CH:22][CH:21]=1)=[O:13]. The yield is 0.540. (3) The catalyst is C1COCC1.[Co](Cl)Cl.CC(O)=O.O. The yield is 0.740. The product is [OH:1][CH:2]([C:19]1[CH:24]=[CH:23][CH:22]=[C:21]([O:25][CH3:26])[CH:20]=1)[CH2:3][O:4][C:5]1[CH:18]=[CH:17][C:8]([CH2:9][CH:10]2[S:14][C:13](=[O:15])[NH:12][C:11]2=[O:16])=[CH:7][CH:6]=1. The reactants are [OH:1][CH:2]([C:19]1[CH:24]=[CH:23][CH:22]=[C:21]([O:25][CH3:26])[CH:20]=1)[CH2:3][O:4][C:5]1[CH:18]=[CH:17][C:8]([CH:9]=[C:10]2[S:14][C:13](=[O:15])[NH:12][C:11]2=[O:16])=[CH:7][CH:6]=1.N1C=CC=CC=1C1C=CC=CN=1.[BH4-].[Na+].[BH4-]. (4) The reactants are C1([N:4]2[C:9](=[O:10])[C:8]([CH2:11]O)=[C:7](C)[C:6]([C:14]3[CH:19]=[CH:18][C:17]([O:20][CH3:21])=[C:16]([F:22])[CH:15]=3)=[N:5]2)CC1.C(Br)(Br)(Br)[Br:24].N1[CH:33]=[CH:32][CH:31]=[CH:30]C=1.C1(P(C2C=CC=CC=2)C2C=CC=CC=2)C=CC=CC=1. The catalyst is O1CCCC1. The product is [Br:24][CH2:11][C:8]1[C:9](=[O:10])[N:4]([CH2:30][CH:31]2[CH2:33][CH2:32]2)[N:5]=[C:6]([C:14]2[CH:19]=[CH:18][C:17]([O:20][CH3:21])=[C:16]([F:22])[CH:15]=2)[CH:7]=1. The yield is 0.695. (5) The reactants are [CH2:1]([O:8][C:9]1[CH:10]=[CH:11][C:12]([CH:20]([O:46][Si](C(C)(C)C)(C)C)[CH2:21][NH:22][C:23]([CH3:45])([CH3:44])[CH2:24][C:25]2[CH:30]=[CH:29][CH:28]=[C:27]([O:31][CH2:32][CH2:33][C:34]34[CH2:43][CH:38]5[CH2:39][CH:40]([CH2:42][CH:36]([CH2:37]5)[CH2:35]3)[CH2:41]4)[CH:26]=2)=[C:13]2[C:18]=1[NH:17][C:16](=[O:19])[CH:15]=[CH:14]2)[C:2]1[CH:7]=[CH:6][CH:5]=[CH:4][CH:3]=1.[F-].C([N+](CCCC)(CCCC)CCCC)CCC. The catalyst is O1CCCC1. The product is [CH2:1]([O:8][C:9]1[CH:10]=[CH:11][C:12]([CH:20]([OH:46])[CH2:21][NH:22][C:23]([CH3:44])([CH3:45])[CH2:24][C:25]2[CH:30]=[CH:29][CH:28]=[C:27]([O:31][CH2:32][CH2:33][C:34]34[CH2:43][CH:38]5[CH2:37][CH:36]([CH2:42][CH:40]([CH2:39]5)[CH2:41]3)[CH2:35]4)[CH:26]=2)=[C:13]2[C:18]=1[NH:17][C:16](=[O:19])[CH:15]=[CH:14]2)[C:2]1[CH:7]=[CH:6][CH:5]=[CH:4][CH:3]=1. The yield is 0.800. (6) The catalyst is CS(C)=O.O. The yield is 0.300. The reactants are Br[C:2]1[CH:3]=[CH:4][C:5]2[O:32][CH2:31][C:8]3([C:16]4[C:11](=[CH:12][CH:13]=[CH:14][CH:15]=4)[N:10]([CH:17]([C:24]4[CH:29]=[CH:28][CH:27]=[CH:26][CH:25]=4)[C:18]4[CH:23]=[CH:22][CH:21]=[CH:20][CH:19]=4)[C:9]3=[O:30])[C:6]=2[CH:7]=1.[B:33]1([B:33]2[O:37][C:36]([CH3:39])([CH3:38])[C:35]([CH3:41])([CH3:40])[O:34]2)[O:37][C:36]([CH3:39])([CH3:38])[C:35]([CH3:41])([CH3:40])[O:34]1.C([O-])(=O)C.[K+]. The product is [C:24]1([CH:17]([C:18]2[CH:19]=[CH:20][CH:21]=[CH:22][CH:23]=2)[N:10]2[C:11]3[C:16](=[CH:15][CH:14]=[CH:13][CH:12]=3)[C:8]3([C:6]4[CH:7]=[C:2]([B:33]5[O:37][C:36]([CH3:39])([CH3:38])[C:35]([CH3:41])([CH3:40])[O:34]5)[CH:3]=[CH:4][C:5]=4[O:32][CH2:31]3)[C:9]2=[O:30])[CH:29]=[CH:28][CH:27]=[CH:26][CH:25]=1. (7) The reactants are Cl.[CH3:2][O:3][C:4](=[O:8])[C@H:5]([CH3:7])[NH2:6].CCN(CC)CC.[C:16](Cl)(=[O:23])[C:17]1[CH:22]=[CH:21][CH:20]=[N:19][CH:18]=1.C(OCC)(=O)C. The catalyst is C(#N)C.[Cl-].[Na+].O. The product is [CH3:2][O:3][C:4](=[O:8])[CH:5]([NH:6][C:16]([C:17]1[CH:18]=[N:19][CH:20]=[CH:21][CH:22]=1)=[O:23])[CH3:7]. The yield is 0.690. (8) The reactants are [OH:1][C:2]1[C:6]([CH3:13])([CH2:7][CH2:8][CH2:9][CH2:10][CH2:11][CH3:12])[S:5][C:4](=[O:14])[CH:3]=1.I[CH:16]([CH3:20])[CH2:17][CH2:18][Cl:19]. No catalyst specified. The product is [Cl:19][CH2:18][CH2:17][CH2:16][CH2:20][O:1][C:2]1[C:6]([CH3:13])([CH2:7][CH2:8][CH2:9][CH2:10][CH2:11][CH3:12])[S:5][C:4](=[O:14])[CH:3]=1. The yield is 0.750.